Dataset: Full USPTO retrosynthesis dataset with 1.9M reactions from patents (1976-2016). Task: Predict the reactants needed to synthesize the given product. (1) Given the product [CH3:29][S:28][CH2:27][CH2:26][N:5]1[C:6]2[C:11](=[C:10]([C:13]([F:15])([F:16])[F:14])[C:9]([C:17]#[N:18])=[CH:8][CH:7]=2)[CH:12]=[C:4]1[CH2:1][CH2:2][CH3:3], predict the reactants needed to synthesize it. The reactants are: [CH2:1]([C:4]1[NH:5][C:6]2[C:11]([CH:12]=1)=[C:10]([C:13]([F:16])([F:15])[F:14])[C:9]([C:17]#[N:18])=[CH:8][CH:7]=2)[CH2:2][CH3:3].C([O-])([O-])=O.[Cs+].[Cs+].Cl[CH2:26][CH2:27][S:28][CH3:29].[I-].[K+]. (2) Given the product [CH3:38][O:37][C:33]1[CH:32]=[C:31]([CH:36]=[CH:35][CH:34]=1)[CH2:30][N:25]1[CH2:24][CH2:23][CH:22]([N:21]([CH3:28])[C:19](=[O:20])[CH2:18][O:17][C:4]2[N:3]=[C:2]([CH3:1])[C:7]([NH:8][C:9](=[O:15])[O:10][C:11]([CH3:14])([CH3:12])[CH3:13])=[C:6]([CH3:16])[N:5]=2)[CH2:27][CH2:26]1, predict the reactants needed to synthesize it. The reactants are: [CH3:1][C:2]1[C:7]([NH:8][C:9](=[O:15])[O:10][C:11]([CH3:14])([CH3:13])[CH3:12])=[C:6]([CH3:16])[N:5]=[C:4]([O:17][CH2:18][C:19]([N:21]([CH3:28])[CH:22]2[CH2:27][CH2:26][NH:25][CH2:24][CH2:23]2)=[O:20])[N:3]=1.Br[CH2:30][C:31]1[CH:36]=[CH:35][CH:34]=[C:33]([O:37][CH3:38])[CH:32]=1. (3) Given the product [CH3:12][O:13][C:2]1[C:7]([CH3:8])=[CH:6][C:5]([N+:9]([O-:11])=[O:10])=[CH:4][N:3]=1, predict the reactants needed to synthesize it. The reactants are: Cl[C:2]1[C:7]([CH3:8])=[CH:6][C:5]([N+:9]([O-:11])=[O:10])=[CH:4][N:3]=1.[CH3:12][OH:13].C[O-].[Na+].